Dataset: Reaction yield outcomes from USPTO patents with 853,638 reactions. Task: Predict the reaction yield, written as a fraction of the theoretical maximum amount of product (1.0 means a 100% yield; for example, 0.34 means a 34% yield). (1) The reactants are [CH3:1][O:2][C:3]1[CH:4]=[C:5]2[C:10](=[CH:11][C:12]=1[O:13][CH3:14])[N:9]=[CH:8][CH:7]=[C:6]2[O:15][C:16]1[C:25]([F:26])=[CH:24][C:19]2[N:20]=[C:21]([NH2:23])[S:22][C:18]=2[CH:17]=1.CCN(CC)CC.[C:34]1([CH2:40][C:41](Cl)=[O:42])[CH:39]=[CH:38][CH:37]=[CH:36][CH:35]=1.C1COCC1. The catalyst is C(C#N)(C)=O. The product is [CH3:1][O:2][C:3]1[CH:4]=[C:5]2[C:10](=[CH:11][C:12]=1[O:13][CH3:14])[N:9]=[CH:8][CH:7]=[C:6]2[O:15][C:16]1[C:25]([F:26])=[CH:24][C:19]2[N:20]=[C:21]([NH:23][C:41](=[O:42])[CH2:40][C:34]3[CH:39]=[CH:38][CH:37]=[CH:36][CH:35]=3)[S:22][C:18]=2[CH:17]=1. The yield is 0.590. (2) The reactants are [CH:1]1([Mg]Br)[CH2:3][CH2:2]1.[CH3:6][N:7]([CH3:32])[S:8]([N:11]1[CH:15]=[C:14]([C:16]2[CH:24]=[CH:23][C:19]3[O:20][CH2:21][O:22][C:18]=3[CH:17]=2)[C:13]([C:25]2[CH:30]=[CH:29][CH:28]=[C:27](Br)[N:26]=2)=[N:12]1)(=[O:10])=[O:9]. The catalyst is C1COCC1.CCOC(C)=O.[Cl-].[Cl-].[Zn+2].C1(P([Pd](P(C2C=CC=CC=2)(C2C=CC=CC=2)C2C=CC=CC=2)(P(C2C=CC=CC=2)(C2C=CC=CC=2)C2C=CC=CC=2)P(C2C=CC=CC=2)(C2C=CC=CC=2)C2C=CC=CC=2)(C2C=CC=CC=2)C2C=CC=CC=2)C=CC=CC=1. The product is [CH3:6][N:7]([CH3:32])[S:8]([N:11]1[CH:15]=[C:14]([C:16]2[CH:24]=[CH:23][C:19]3[O:20][CH2:21][O:22][C:18]=3[CH:17]=2)[C:13]([C:25]2[CH:30]=[CH:29][CH:28]=[C:27]([CH:1]3[CH2:3][CH2:2]3)[N:26]=2)=[N:12]1)(=[O:10])=[O:9]. The yield is 0.560. (3) The reactants are [F:1][C:2]1([F:21])[CH2:7][CH2:6][C:5]([C:14]2[CH:15]=[N:16][C:17]([CH3:20])=[N:18][CH:19]=2)([C:8](N(OC)C)=[O:9])[CH2:4][CH2:3]1.[CH3:22][Mg+].[Br-]. The catalyst is C1COCC1. The product is [F:21][C:2]1([F:1])[CH2:3][CH2:4][C:5]([C:8](=[O:9])[CH3:22])([C:14]2[CH:19]=[N:18][C:17]([CH3:20])=[N:16][CH:15]=2)[CH2:6][CH2:7]1. The yield is 0.590. (4) The reactants are [OH:1][CH2:2][CH2:3][NH:4][CH2:5][CH2:6][CH2:7][C:8]1[CH:15]=[CH:14][C:11]([C:12]#[N:13])=[CH:10][CH:9]=1.[NH2:16][C:17](N)=[O:18]. The catalyst is O. The product is [C:12]([C:11]1[CH:14]=[CH:15][C:8]([CH2:7][CH2:6][CH2:5][N:4]([CH2:3][CH2:2][OH:1])[C:17]([NH2:16])=[O:18])=[CH:9][CH:10]=1)#[N:13]. The yield is 0.720. (5) The yield is 0.860. The catalyst is CC(O)=O.[Fe]. The reactants are [CH3:1][O:2][CH2:3]/[CH:4]=[CH:5]/[CH2:6][O:7][C:8]1[CH:15]=[CH:14][CH:13]=[C:12]([N+:16]([O-])=O)[C:9]=1[C:10]#[N:11].CCO.O. The product is [NH2:16][C:12]1[CH:13]=[CH:14][CH:15]=[C:8]([O:7][CH2:6]/[CH:5]=[CH:4]/[CH2:3][O:2][CH3:1])[C:9]=1[C:10]#[N:11]. (6) The yield is 0.920. The catalyst is C(Cl)Cl. The reactants are [Cl:1][C:2]1[C:7]([O:8][CH3:9])=[CH:6][C:5]([O:10][CH3:11])=[CH:4][C:3]=1[C:12]1[C:23](=[O:24])[N:22]([CH2:25][CH2:26][C:27]2[N:32]=[CH:31][C:30]([NH:33][C:34](=[O:40])[O:35][C:36]([CH3:39])([CH3:38])[CH3:37])=[CH:29][CH:28]=2)[C:15]2[N:16]=[C:17]([S:20][CH3:21])[N:18]=[CH:19][C:14]=2[CH:13]=1.C1C=C(Cl)C=C(C(OO)=[O:49])C=1.[O-]S([O-])(=S)=O.[Na+].[Na+]. The product is [Cl:1][C:2]1[C:7]([O:8][CH3:9])=[CH:6][C:5]([O:10][CH3:11])=[CH:4][C:3]=1[C:12]1[C:23](=[O:24])[N:22]([CH2:25][CH2:26][C:27]2[N:32]=[CH:31][C:30]([NH:33][C:34](=[O:40])[O:35][C:36]([CH3:37])([CH3:39])[CH3:38])=[CH:29][CH:28]=2)[C:15]2[N:16]=[C:17]([S:20]([CH3:21])=[O:49])[N:18]=[CH:19][C:14]=2[CH:13]=1. (7) The reactants are [NH2:1][C:2]1[CH:3]=[C:4]([CH:21]=[CH:22][CH:23]=1)[O:5][C:6]1[CH:18]=[CH:17][C:9]2[N:10]=[C:11]([NH:13][C:14](=[O:16])[CH3:15])[S:12][C:8]=2[C:7]=1[C:19]#[N:20].[Cl:24][C:25]1[CH:30]=[CH:29][C:28]([C:31]([F:34])([F:33])[F:32])=[CH:27][C:26]=1[N:35]=[C:36]=[O:37]. The catalyst is CN(C)C=O.C(OCC)(=O)C. The product is [Cl:24][C:25]1[CH:30]=[CH:29][C:28]([C:31]([F:34])([F:33])[F:32])=[CH:27][C:26]=1[NH:35][C:36]([NH:1][C:2]1[CH:3]=[C:4]([CH:21]=[CH:22][CH:23]=1)[O:5][C:6]1[CH:18]=[CH:17][C:9]2[N:10]=[C:11]([NH:13][C:14](=[O:16])[CH3:15])[S:12][C:8]=2[C:7]=1[C:19]#[N:20])=[O:37]. The yield is 0.740.